Dataset: NCI-60 drug combinations with 297,098 pairs across 59 cell lines. Task: Regression. Given two drug SMILES strings and cell line genomic features, predict the synergy score measuring deviation from expected non-interaction effect. (1) Drug 1: CC=C1C(=O)NC(C(=O)OC2CC(=O)NC(C(=O)NC(CSSCCC=C2)C(=O)N1)C(C)C)C(C)C. Drug 2: CC1C(C(CC(O1)OC2CC(CC3=C2C(=C4C(=C3O)C(=O)C5=C(C4=O)C(=CC=C5)OC)O)(C(=O)CO)O)N)O.Cl. Cell line: HT29. Synergy scores: CSS=38.6, Synergy_ZIP=-3.41, Synergy_Bliss=-2.94, Synergy_Loewe=-15.3, Synergy_HSA=-1.58. (2) Drug 1: CC1C(C(=O)NC(C(=O)N2CCCC2C(=O)N(CC(=O)N(C(C(=O)O1)C(C)C)C)C)C(C)C)NC(=O)C3=C4C(=C(C=C3)C)OC5=C(C(=O)C(=C(C5=N4)C(=O)NC6C(OC(=O)C(N(C(=O)CN(C(=O)C7CCCN7C(=O)C(NC6=O)C(C)C)C)C)C(C)C)C)N)C. Drug 2: C(=O)(N)NO. Cell line: OVCAR3. Synergy scores: CSS=14.0, Synergy_ZIP=4.62, Synergy_Bliss=14.8, Synergy_Loewe=1.78, Synergy_HSA=7.38.